This data is from Forward reaction prediction with 1.9M reactions from USPTO patents (1976-2016). The task is: Predict the product of the given reaction. (1) Given the reactants C(N(C(C)C)CC)(C)C.[NH2:10][C:11]1[CH:19]=[C:18]([Cl:20])[CH:17]=[CH:16][C:12]=1[C:13]([OH:15])=[O:14].[C:21]1([C:31](Cl)=O)[C:30]2[C:25](=[CH:26][CH:27]=[CH:28][CH:29]=2)[CH:24]=[CH:23][CH:22]=1.CN(C(ON1N=NC2C=CC=NC1=2)=[N+](C)C)C.F[P-](F)(F)(F)(F)F, predict the reaction product. The product is: [Cl:20][C:18]1[CH:17]=[CH:16][C:12]2[C:13](=[O:15])[O:14][C:31]([C:21]3[C:30]4[C:25](=[CH:26][CH:27]=[CH:28][CH:29]=4)[CH:24]=[CH:23][CH:22]=3)=[N:10][C:11]=2[CH:19]=1. (2) The product is: [C:3]([C:5]1[N:6]([CH2:25][CH2:24][NH:23][C:22](=[O:27])[O:21][C:17]([CH3:20])([CH3:19])[CH3:18])[C:7]2[C:12]([CH:13]=1)=[CH:11][CH:10]=[C:9]([S:14][CH3:15])[CH:8]=2)(=[O:4])[CH:2]([CH3:16])[CH3:1]. Given the reactants [CH3:1][CH:2]([CH3:16])[C:3]([C:5]1[NH:6][C:7]2[C:12]([CH:13]=1)=[CH:11][CH:10]=[C:9]([S:14][CH3:15])[CH:8]=2)=[O:4].[C:17]([O:21][C:22](=[O:27])[NH:23][CH2:24][CH2:25]Br)([CH3:20])([CH3:19])[CH3:18], predict the reaction product.